The task is: Predict the reactants needed to synthesize the given product.. This data is from Full USPTO retrosynthesis dataset with 1.9M reactions from patents (1976-2016). (1) Given the product [N:6]1[CH:11]=[CH:10][C:9]([CH:12]=[CH:13][CH:14]([OH:15])[CH2:3][C:2]#[CH:1])=[CH:8][CH:7]=1, predict the reactants needed to synthesize it. The reactants are: [CH2:1](Br)[C:2]#[CH:3].[Mg].[N:6]1[CH:11]=[CH:10][C:9]([CH:12]=[CH:13][CH:14]=[O:15])=[CH:8][CH:7]=1.OS(O)(=O)=O. (2) Given the product [C:1]([O:5][C:6](=[O:22])[NH:7][C@H:8]([C:16]1[CH:17]=[CH:18][CH:19]=[CH:20][CH:21]=1)[CH2:9][NH:10][C:11]([CH3:15])([CH3:14])[CH2:12][O:13][CH3:25])([CH3:2])([CH3:3])[CH3:4], predict the reactants needed to synthesize it. The reactants are: [C:1]([O:5][C:6](=[O:22])[NH:7][C@H:8]([C:16]1[CH:21]=[CH:20][CH:19]=[CH:18][CH:17]=1)[CH2:9][NH:10][C:11]([CH3:15])([CH3:14])[CH2:12][OH:13])([CH3:4])([CH3:3])[CH3:2].[H-].[Na+].[CH3:25]I. (3) Given the product [Cl:13][C:5]1[C:4]([F:10])=[C:3]([CH2:1][CH3:2])[N:8]=[CH:7][N:6]=1, predict the reactants needed to synthesize it. The reactants are: [CH2:1]([C:3]1[N:8]=[CH:7][N:6]=[C:5](O)[C:4]=1[F:10])[CH3:2].P(Cl)(Cl)([Cl:13])=O. (4) Given the product [CH3:1][N:2]([CH3:12])[C:3]1[N:8]=[CH:7][C:6]([C:29]2[N:28]=[C:27]([NH:26][CH2:13][C:55]([C:57]3[CH:35]=[CH:36][CH:31]=[CH:32][CH:33]=3)([C:46]3[CH:51]=[CH:50][CH:49]=[CH:48][CH:47]=3)[OH:56])[C:32]3[C:31](=[CH:36][CH:35]=[CH:34][CH:33]=3)[N:30]=2)=[CH:5][N:4]=1, predict the reactants needed to synthesize it. The reactants are: [CH3:1][N:2]([CH3:12])[C:3]1[N:8]=[CH:7][C:6](B(O)O)=[CH:5][N:4]=1.[CH:13]([NH:26][C:27]1[C:36]2[C:31](=[CH:32][CH:33]=[CH:34][CH:35]=2)[N:30]=[C:29](C2SC3C=CC=CC=3C=2)[N:28]=1)(C1C=CC=CC=1)C1C=CC=CC=1.[CH2:46]1[CH2:51][CH2:50][CH2:49][CH2:48][CH2:47]1.CCO[C:55]([CH3:57])=[O:56]. (5) Given the product [NH2:12][C:4]1[CH:3]=[C:2]([C:19]2[CH:20]=[C:15]([CH2:14][OH:13])[CH:16]=[CH:17][CH:18]=2)[N:7]2[N:8]=[C:9]([CH3:11])[CH:10]=[C:6]2[N:5]=1, predict the reactants needed to synthesize it. The reactants are: Cl[C:2]1[N:7]2[N:8]=[C:9]([CH3:11])[CH:10]=[C:6]2[N:5]=[C:4]([NH2:12])[CH:3]=1.[OH:13][CH2:14][C:15]1[CH:16]=[C:17](B(O)O)[CH:18]=[CH:19][CH:20]=1. (6) The reactants are: [Cl:1][C:2]1[CH:3]=[C:4]2[C:10]([C:11]3[N:16]=[C:15]([NH:17][C@H:18]4[CH2:23][CH2:22][CH2:21][NH:20][CH2:19]4)[C:14]([F:24])=[CH:13][N:12]=3)=[CH:9][N:8]([S:25]([C:28]3[CH:33]=[CH:32][C:31]([CH3:34])=[CH:30][CH:29]=3)(=[O:27])=[O:26])[C:5]2=[N:6][CH:7]=1.ClC(Cl)(Cl)S(O[CH2:41][C:42]([F:45])([F:44])[F:43])(=O)=O.CCN(C(C)C)C(C)C. Given the product [Cl:1][C:2]1[CH:3]=[C:4]2[C:10]([C:11]3[N:16]=[C:15]([NH:17][C@H:18]4[CH2:23][CH2:22][CH2:21][N:20]([CH2:41][C:42]([F:45])([F:44])[F:43])[CH2:19]4)[C:14]([F:24])=[CH:13][N:12]=3)=[CH:9][N:8]([S:25]([C:28]3[CH:33]=[CH:32][C:31]([CH3:34])=[CH:30][CH:29]=3)(=[O:27])=[O:26])[C:5]2=[N:6][CH:7]=1, predict the reactants needed to synthesize it. (7) Given the product [NH2:1][C:2]1[C:16]([F:17])=[CH:15][C:5]([O:6][C:7]2[CH:12]=[CH:11][N:10]=[C:9]([NH2:13])[C:8]=2[C:23]2[CH:22]=[N:21][N:20]([CH3:19])[CH:24]=2)=[C:4]([F:18])[CH:3]=1, predict the reactants needed to synthesize it. The reactants are: [NH2:1][C:2]1[C:16]([F:17])=[CH:15][C:5]([O:6][C:7]2[CH:12]=[CH:11][N:10]=[C:9]([NH2:13])[C:8]=2I)=[C:4]([F:18])[CH:3]=1.[CH3:19][N:20]1[CH:24]=[C:23](B2OC(C)(C)C(C)(C)O2)[CH:22]=[N:21]1.C([O-])([O-])=O.[K+].[K+].C([O-])(O)=O.[Na+]. (8) Given the product [Cl:8][C:4]1[C:3]([N+:9]([O-:11])=[O:10])=[C:2]([CH:7]=[CH:6][CH:5]=1)[NH:12][C:13]1[CH:18]=[CH:17][C:16]([CH2:19][CH2:20][OH:21])=[CH:15][CH:14]=1, predict the reactants needed to synthesize it. The reactants are: Cl[C:2]1[CH:7]=[CH:6][CH:5]=[C:4]([Cl:8])[C:3]=1[N+:9]([O-:11])=[O:10].[NH2:12][C:13]1[CH:18]=[CH:17][C:16]([CH2:19][CH2:20][OH:21])=[CH:15][CH:14]=1.C([O-])(=O)C.[Na+]. (9) Given the product [OH:2][C:3]1[CH:19]=[CH:18][C:6]2[CH2:7][CH:8]([CH2:13][C:14]([O:16][CH3:17])=[O:15])[C:9](=[O:12])[NH:10][CH2:11][C:5]=2[CH:4]=1, predict the reactants needed to synthesize it. The reactants are: C[O:2][C:3]1[CH:19]=[CH:18][C:6]2[CH2:7][CH:8]([CH2:13][C:14]([O:16][CH3:17])=[O:15])[C:9](=[O:12])[NH:10][CH2:11][C:5]=2[CH:4]=1.C(C(CC1C=CC(OC)=CC=1CN)CC(OC)=O)(OC)=O.C(N(CC)CC)C.